This data is from Forward reaction prediction with 1.9M reactions from USPTO patents (1976-2016). The task is: Predict the product of the given reaction. (1) Given the reactants Cl[C:2]1[CH:3]=[C:4]([N:8]2[N:12]=[N:11][C:10]([C:13]3[CH:18]=[CH:17][CH:16]=[CH:15][N:14]=3)=[N:9]2)[CH:5]=[CH:6][CH:7]=1.[CH3:19][O:20]C1C=CC=C(N)C=1.N1C=CC=CC=1C=O, predict the reaction product. The product is: [CH3:19][O:20][C:2]1[CH:3]=[C:4]([N:8]2[N:12]=[N:11][C:10]([C:13]3[CH:18]=[CH:17][CH:16]=[CH:15][N:14]=3)=[N:9]2)[CH:5]=[CH:6][CH:7]=1. (2) Given the reactants Br[C:2]1[C:7]2=[CH:8][N:9]([C:11]3[C:18]([F:19])=[CH:17][CH:16]=[CH:15][C:12]=3[C:13]#[N:14])[N:10]=[C:6]2[C:5]([F:20])=[CH:4][N:3]=1.[CH3:21][C:22]1[N:27]=[C:26]([NH2:28])[CH:25]=[C:24]([CH3:29])[N:23]=1.CC1(C)C2C(=C(P(C3C=CC=CC=3)C3C=CC=CC=3)C=CC=2)[O:51]C2C(P(C3C=CC=CC=3)C3C=CC=CC=3)=CC=CC1=2.C(=O)([O-])[O-].[Cs+].[Cs+], predict the reaction product. The product is: [OH-:51].[NH4+:3].[CH3:21][C:22]1[N:27]=[C:26]([NH:28][C:2]2[C:7]3=[CH:8][N:9]([C:11]4[C:18]([F:19])=[CH:17][CH:16]=[CH:15][C:12]=4[C:13]#[N:14])[N:10]=[C:6]3[C:5]([F:20])=[CH:4][N:3]=2)[CH:25]=[C:24]([CH3:29])[N:23]=1.